From a dataset of Full USPTO retrosynthesis dataset with 1.9M reactions from patents (1976-2016). Predict the reactants needed to synthesize the given product. (1) Given the product [CH:21]1([C:20]#[C:19][C:27]2[CH:28]=[C:29]([C@@H:33]3[C@@H:37]([C:38]4[CH:43]=[CH:42][CH:41]=[C:40]([O:44][CH3:45])[CH:39]=4)[O:36][C:35](=[O:46])[NH:34]3)[CH:30]=[CH:31][CH:32]=2)[CH2:22][CH2:17]1, predict the reactants needed to synthesize it. The reactants are: CN(C)CC#C[C:20]1[CH:21]=[C:22]([C@@H]2[C@@H]([C:17]3[CH:22]=[CH:21][CH:20]=[C:19](F)C=3)OC(=O)N2)[CH:17]=N[CH:19]=1.Br[C:27]1[CH:28]=[C:29]([C@@H:33]2[C@@H:37]([C:38]3[CH:43]=[CH:42][CH:41]=[C:40]([O:44][CH3:45])[CH:39]=3)[O:36][C:35](=[O:46])[NH:34]2)[CH:30]=[CH:31][CH:32]=1.C(C1CC1)#C. (2) Given the product [C:1]([C:4]1[CH:5]=[CH:6][C:7]([NH:10][S:11]([C:14]2[CH:15]=[C:16]3[C:21](=[CH:22][CH:23]=2)[N:20]=[C:19]([N:29]2[CH2:30][CH2:31][N:26]([CH3:25])[CH2:27][CH2:28]2)[CH:18]=[CH:17]3)(=[O:13])=[O:12])=[N:8][CH:9]=1)(=[O:3])[CH3:2], predict the reactants needed to synthesize it. The reactants are: [C:1]([C:4]1[CH:5]=[CH:6][C:7]([NH:10][S:11]([C:14]2[CH:15]=[C:16]3[C:21](=[CH:22][CH:23]=2)[N:20]=[C:19](Cl)[CH:18]=[CH:17]3)(=[O:13])=[O:12])=[N:8][CH:9]=1)(=[O:3])[CH3:2].[CH3:25][N:26]1[CH2:31][CH2:30][NH:29][CH2:28][CH2:27]1.